Dataset: Peptide-MHC class II binding affinity with 134,281 pairs from IEDB. Task: Regression. Given a peptide amino acid sequence and an MHC pseudo amino acid sequence, predict their binding affinity value. This is MHC class II binding data. (1) The peptide sequence is DITVKNCVLKKSTNG. The MHC is HLA-DQA10501-DQB10201 with pseudo-sequence HLA-DQA10501-DQB10201. The binding affinity (normalized) is 0. (2) The peptide sequence is DLVANQPNLKALREK. The MHC is DRB1_0802 with pseudo-sequence DRB1_0802. The binding affinity (normalized) is 0.457. (3) The peptide sequence is ATPEAKFDSFVAAFT. The MHC is HLA-DPA10201-DPB11401 with pseudo-sequence HLA-DPA10201-DPB11401. The binding affinity (normalized) is 0.267. (4) The peptide sequence is GMVIFFMSPKGISRM. The MHC is HLA-DQA10303-DQB10402 with pseudo-sequence HLA-DQA10303-DQB10402. The binding affinity (normalized) is 0. (5) The peptide sequence is ECYTGFRSLIDDT. The MHC is DRB4_0101 with pseudo-sequence DRB4_0103. The binding affinity (normalized) is 0.0577. (6) The peptide sequence is AFKVAATAANEAPAN. The MHC is DRB1_0401 with pseudo-sequence DRB1_0401. The binding affinity (normalized) is 0.752.